This data is from Forward reaction prediction with 1.9M reactions from USPTO patents (1976-2016). The task is: Predict the product of the given reaction. (1) Given the reactants [C:1]1([CH3:14])[CH:6]=[CH:5][C:4]([C:7]#[C:8][CH:9]([OH:13])[CH2:10][CH:11]=[CH2:12])=[CH:3][CH:2]=1, predict the reaction product. The product is: [C:1]1([CH3:14])[CH:2]=[CH:3][C:4]([C:7]23[CH2:12][CH:11]2[CH2:10][C:9](=[O:13])[CH2:8]3)=[CH:5][CH:6]=1. (2) Given the reactants [Cl:1][C:2]1[CH:3]=[C:4]([C:8]2[CH:13]=[CH:12][C:11]([CH2:14][C@@H:15]([NH:24][C:25](=[O:30])[C:26]([NH:28][NH2:29])=[O:27])[CH2:16][CH:17]([CH3:23])[C:18]([O:20][CH2:21][CH3:22])=[O:19])=[CH:10][CH:9]=2)[CH:5]=[CH:6][CH:7]=1.C1C[O:34][CH2:33]C1, predict the reaction product. The product is: [Cl:1][C:2]1[CH:3]=[C:4]([C:8]2[CH:13]=[CH:12][C:11]([CH2:14][C@@H:15]([NH:24][C:25]([C:26]3[O:27][C:33](=[O:34])[NH:29][N:28]=3)=[O:30])[CH2:16][C@@H:17]([CH3:23])[C:18]([O:20][CH2:21][CH3:22])=[O:19])=[CH:10][CH:9]=2)[CH:5]=[CH:6][CH:7]=1.